Dataset: Forward reaction prediction with 1.9M reactions from USPTO patents (1976-2016). Task: Predict the product of the given reaction. (1) Given the reactants C([N:4]1[C:8]([CH2:9][N:10]([CH3:17])[C:11]2[CH:16]=[CH:15][CH:14]=[CH:13][CH:12]=2)=[CH:7][C:6]([C:18]([O:20]CC)=[O:19])=[N:5]1)(=O)C.[Li+].[OH-].Cl, predict the reaction product. The product is: [CH3:17][N:10]([CH2:9][C:8]1[NH:4][N:5]=[C:6]([C:18]([OH:20])=[O:19])[CH:7]=1)[C:11]1[CH:12]=[CH:13][CH:14]=[CH:15][CH:16]=1. (2) Given the reactants [C:1]([O:5][CH2:6][CH2:7][NH2:8])([CH3:4])([CH3:3])[CH3:2].[Br:9][C:10]1[CH:11]=[C:12]([CH:28]=[CH:29][CH:30]=1)[CH2:13][C:14]1[C:15]([CH3:27])=[N:16][C:17]2[N:18]([N:21]=[CH:22][C:23]=2[C:24](O)=[O:25])[C:19]=1[CH3:20], predict the reaction product. The product is: [Br:9][C:10]1[CH:11]=[C:12]([CH:28]=[CH:29][CH:30]=1)[CH2:13][C:14]1[C:15]([CH3:27])=[N:16][C:17]2[N:18]([N:21]=[CH:22][C:23]=2[C:24]([NH:8][CH2:7][CH2:6][O:5][C:1]([CH3:4])([CH3:3])[CH3:2])=[O:25])[C:19]=1[CH3:20]. (3) Given the reactants Cl[C:2]1[CH:7]=[C:6]([C:8]2[NH:17][C:11]3[N:12]=[CH:13][NH:14][C:15](=[O:16])[C:10]=3[CH:9]=2)[CH:5]=[CH:4][N:3]=1.CC1(C)C(C)(C)OB(/[CH:26]=[CH:27]/[C:28]2[CH:33]=[CH:32][C:31]([OH:34])=[CH:30][CH:29]=2)O1.C([O-])([O-])=O.[Na+].[Na+], predict the reaction product. The product is: [OH:34][C:31]1[CH:32]=[CH:33][C:28](/[CH:27]=[CH:26]/[C:2]2[CH:7]=[C:6]([C:8]3[NH:17][C:11]4[N:12]=[CH:13][NH:14][C:15](=[O:16])[C:10]=4[CH:9]=3)[CH:5]=[CH:4][N:3]=2)=[CH:29][CH:30]=1. (4) Given the reactants C([N:3]([CH2:6]C)CC)C.C1(P(N=[N+]=[N-])(C2C=CC=CC=2)=[O:15])C=CC=CC=1.[CH2:25]([OH:32])[C:26]1[CH:31]=[CH:30][CH:29]=[CH:28][CH:27]=1.[C:33]([O:37][C:38]([N:40]1[CH2:45][CH2:44][CH:43]([CH2:46][CH:47]([CH2:51][CH:52]2[CH2:57][CH2:56][N:55]([C:58]([O:60][C:61]([CH3:64])([CH3:63])[CH3:62])=[O:59])[CH2:54][CH2:53]2)C(O)=O)[CH2:42][CH2:41]1)=[O:39])([CH3:36])([CH3:35])[CH3:34], predict the reaction product. The product is: [CH2:25]([O:32][C:6]([NH:3][CH:47]([CH2:51][CH:52]1[CH2:53][CH2:54][N:55]([C:58]([O:60][C:61]([CH3:64])([CH3:62])[CH3:63])=[O:59])[CH2:56][CH2:57]1)[CH2:46][CH:43]1[CH2:44][CH2:45][N:40]([C:38]([O:37][C:33]([CH3:36])([CH3:34])[CH3:35])=[O:39])[CH2:41][CH2:42]1)=[O:15])[C:26]1[CH:31]=[CH:30][CH:29]=[CH:28][CH:27]=1. (5) Given the reactants [CH2:1]([C@@H:8]([CH2:12][CH2:13][C@H:14]([CH2:34][C:35]1[CH:40]=[CH:39][CH:38]=[CH:37][CH:36]=1)[C:15]([NH:17][C@H:18]1[CH2:24][CH2:23][S:22][C@H:21]2[CH2:25][CH2:26][CH2:27][C@@H:28]([C:29]([O:31][CH3:32])=[O:30])[N:20]2[C:19]1=[O:33])=[O:16])[C:9](O)=[O:10])[C:2]1[CH:7]=[CH:6][CH:5]=[CH:4][CH:3]=1.[NH2:41][CH:42]1[C:48]([CH3:50])([CH3:49])[CH:47]=[CH:46][CH2:45][N:44]([C:51]2[CH:56]=[CH:55][CH:54]=[CH:53][CH:52]=2)[C:43]1=[O:57], predict the reaction product. The product is: [CH2:34]([C@@H:14]([CH2:13][CH2:12][C@H:8]([CH2:1][C:2]1[CH:3]=[CH:4][CH:5]=[CH:6][CH:7]=1)[C:9]([NH:41][C@H:42]1[C:48]([CH3:50])([CH3:49])[CH:47]=[CH:46][CH2:45][N:44]([C:51]2[CH:56]=[CH:55][CH:54]=[CH:53][CH:52]=2)[C:43]1=[O:57])=[O:10])[C:15]([NH:17][C@H:18]1[CH2:24][CH2:23][S:22][C@H:21]2[CH2:25][CH2:26][CH2:27][C@@H:28]([C:29]([O:31][CH3:32])=[O:30])[N:20]2[C:19]1=[O:33])=[O:16])[C:35]1[CH:40]=[CH:39][CH:38]=[CH:37][CH:36]=1. (6) Given the reactants Br[C:2]1[CH:3]=[C:4]([N:8]2[C:16]3[CH2:15][CH2:14][N:13]([CH2:17][C:18]([OH:21])([CH3:20])[CH3:19])[CH2:12][C:11]=3[C:10]([C:22]([O:24][CH2:25][CH3:26])=[O:23])=[N:9]2)[CH:5]=[CH:6][CH:7]=1.[C:27]([C@:29]1([OH:36])[CH2:33][CH2:32][N:31]([CH3:34])[C:30]1=[O:35])#[CH:28], predict the reaction product. The product is: [OH:36][C@@:29]1([C:27]#[C:28][C:2]2[CH:3]=[C:4]([N:8]3[C:16]4[CH2:15][CH2:14][N:13]([CH2:17][C:18]([OH:21])([CH3:20])[CH3:19])[CH2:12][C:11]=4[C:10]([C:22]([O:24][CH2:25][CH3:26])=[O:23])=[N:9]3)[CH:5]=[CH:6][CH:7]=2)[CH2:33][CH2:32][N:31]([CH3:34])[C:30]1=[O:35]. (7) Given the reactants C([O:3][C:4](=[O:29])[CH2:5][C:6]1[N:14]2[C:9]([CH:10]=[C:11]([Cl:15])[CH:12]=[CH:13]2)=[C:8]([CH2:16][C:17]2[CH:26]=[CH:25][C:24]3[C:19](=[CH:20][CH:21]=[C:22]([F:27])[CH:23]=3)[N:18]=2)[C:7]=1[CH3:28])C.[OH-].[Li+], predict the reaction product. The product is: [Cl:15][C:11]1[CH:12]=[CH:13][N:14]2[C:9]([CH:10]=1)=[C:8]([CH2:16][C:17]1[CH:26]=[CH:25][C:24]3[C:19](=[CH:20][CH:21]=[C:22]([F:27])[CH:23]=3)[N:18]=1)[C:7]([CH3:28])=[C:6]2[CH2:5][C:4]([OH:29])=[O:3].